Predict the reaction yield, written as a fraction of the theoretical maximum amount of product (1.0 means a 100% yield; for example, 0.34 means a 34% yield). From a dataset of Reaction yield outcomes from USPTO patents with 853,638 reactions. (1) The reactants are [CH3:1][C:2]1[N:6]([CH2:7][CH2:8][OH:9])[C:5]([N+:10]([O-:12])=[O:11])=[CH:4][N:3]=1.[OH:13][CH2:14][CH2:15]N1C([N+]([O-])=O)=CN=C1C.C(OC(=O)C)(=O)C. The catalyst is C(O)(=O)C. The product is [C:14]([O:9][CH2:8][CH2:7][N:6]1[C:5]([N+:10]([O-:12])=[O:11])=[CH:4][N:3]=[C:2]1[CH3:1])(=[O:13])[CH3:15]. The yield is 0.950. (2) The reactants are [CH3:1][O:2][C:3]1[CH:4]=[C:5]([N:12]2[CH2:17][CH2:16][N:15]([CH:18]3[CH2:23][CH2:22][NH:21][CH2:20][CH2:19]3)[CH2:14][CH2:13]2)[CH:6]=[CH:7][C:8]=1[N+:9]([O-:11])=[O:10].C([O-])([O-])=O.[Na+].[Na+].I[CH:31]([F:33])[CH3:32].O. The catalyst is C(#N)C. The product is [F:33][CH2:31][CH2:32][N:21]1[CH2:22][CH2:23][CH:18]([N:15]2[CH2:14][CH2:13][N:12]([C:5]3[CH:6]=[CH:7][C:8]([N+:9]([O-:11])=[O:10])=[C:3]([O:2][CH3:1])[CH:4]=3)[CH2:17][CH2:16]2)[CH2:19][CH2:20]1. The yield is 0.880. (3) The reactants are [Cl:1][C:2]1[N:7]=[CH:6][C:5]([CH:8]2[NH:12][C:11](=[S:13])[CH2:10][CH2:9]2)=[CH:4][CH:3]=1.[C:14]([O-])([O-])=O.[K+].[K+].IC. The catalyst is CC(C)=O. The product is [Cl:1][C:2]1[CH:3]=[CH:4][C:5]([CH:8]2[CH2:9][CH2:10][C:11]([S:13][CH3:14])=[N:12]2)=[CH:6][N:7]=1. The yield is 0.976. (4) The reactants are Cl.[Cl:2][C:3]1[CH:4]=[C:5]([N:9]2[C:13]([CH2:14][NH2:15])=[CH:12][C:11]([C:16]([F:19])([F:18])[F:17])=[N:10]2)[CH:6]=[CH:7][CH:8]=1.[F:20][C:21]1[CH:22]=[C:23]([NH:32][C:33](=O)[O:34]C2C=CC=CC=2)[CH:24]=[CH:25][C:26]=1[N:27]1[CH2:30][CH:29]([OH:31])[CH2:28]1. The catalyst is C(Cl)Cl.O. The product is [Cl:2][C:3]1[CH:4]=[C:5]([N:9]2[C:13]([CH2:14][NH:15][C:33]([NH:32][C:23]3[CH:24]=[CH:25][C:26]([N:27]4[CH2:28][CH:29]([OH:31])[CH2:30]4)=[C:21]([F:20])[CH:22]=3)=[O:34])=[CH:12][C:11]([C:16]([F:17])([F:18])[F:19])=[N:10]2)[CH:6]=[CH:7][CH:8]=1. The yield is 0.630. (5) The reactants are [CH2:1]([O:3][CH:4]([O:7][CH2:8][CH3:9])[CH2:5][NH2:6])[CH3:2].[N:10]1[C:19]2[C:14](=[CH:15][CH:16]=[CH:17][CH:18]=2)[C:13]([CH:20]=O)=[CH:12][CH:11]=1. No catalyst specified. The product is [CH2:1]([O:3][CH:4]([O:7][CH2:8][CH3:9])[CH2:5][NH:6][CH2:20][C:13]1[C:14]2[C:19](=[CH:18][CH:17]=[CH:16][CH:15]=2)[N:10]=[CH:11][CH:12]=1)[CH3:2]. The yield is 0.880. (6) The reactants are [ClH:1].Cl.Cl.[CH3:4][N:5]([CH2:19]/[CH:20]=[CH:21]/[C:22]1[CH:23]=[C:24]([CH:28]=[CH:29][CH:30]=1)[C:25]([NH2:27])=[NH:26])[C:6]1[CH:11]=[CH:10][C:9]([O:12][CH:13]2[CH2:18][CH2:17][NH:16][CH2:15][CH2:14]2)=[CH:8][CH:7]=1.Cl.[C:32](=[NH:37])(OCC)[CH3:33].C(N(CC)CC)C.Cl. The catalyst is CO.O1CCOCC1. The product is [ClH:1].[ClH:1].[ClH:1].[C:32]([N:16]1[CH2:15][CH2:14][CH:13]([O:12][C:9]2[CH:10]=[CH:11][C:6]([N:5]([CH2:19]/[CH:20]=[CH:21]/[C:22]3[CH:23]=[C:24]([CH:28]=[CH:29][CH:30]=3)[C:25]([NH2:27])=[NH:26])[CH3:4])=[CH:7][CH:8]=2)[CH2:18][CH2:17]1)(=[NH:37])[CH3:33]. The yield is 0.720.